From a dataset of Full USPTO retrosynthesis dataset with 1.9M reactions from patents (1976-2016). Predict the reactants needed to synthesize the given product. (1) Given the product [F:1][B-:2]([F:5])([F:4])[F:3].[CH2:59]([O:58][C+:49]([C:50]1[CH:55]=[CH:54][C:53]([O:56][CH3:57])=[CH:52][CH:51]=1)[CH:48]=[CH:47][CH:46]=[CH:45][CH:44]=[C:43]([N:23]([CH2:24][CH3:25])[CH2:15][CH3:14])[C:61]1[CH:62]=[CH:63][C:64]([O:67][CH3:68])=[CH:65][CH:66]=1)[CH3:60], predict the reactants needed to synthesize it. The reactants are: [F:1][B-:2]([F:5])([F:4])[F:3].C(O[C+](C1C=CC(C)=CC=1)C=CC=C[CH:14]=[C:15]([N:23](CC)[CH2:24][CH3:25])C1C=CC(C)=CC=1)C.F[B-](F)(F)F.C(O[C+:43]([C:61]1[CH:66]=[CH:65][C:64]([O:67][CH3:68])=[CH:63][CH:62]=1)[CH:44]=[CH:45][CH:46]=[CH:47][CH:48]=[C:49]([O:58][CH2:59][CH3:60])[C:50]1[CH:55]=[CH:54][C:53]([O:56][CH3:57])=[CH:52][CH:51]=1)C. (2) The reactants are: [F:1][C:2]([F:38])([N:32]1[CH2:37][CH2:36][NH:35][CH2:34][CH2:33]1)[C:3]1[CH:8]=[CH:7][C:6]([C:9]([NH:11][C:12]2[CH:17]=[CH:16][C:15]([CH3:18])=[C:14]([NH:19][C:20]3[N:25]=[C:24]([C:26]4[CH:27]=[N:28][CH:29]=[CH:30][CH:31]=4)[CH:23]=[CH:22][N:21]=3)[CH:13]=2)=[O:10])=[CH:5][CH:4]=1.[CH3:39][CH:40]=O. Given the product [CH2:39]([N:35]1[CH2:34][CH2:33][N:32]([C:2]([F:1])([F:38])[C:3]2[CH:4]=[CH:5][C:6]([C:9]([NH:11][C:12]3[CH:17]=[CH:16][C:15]([CH3:18])=[C:14]([NH:19][C:20]4[N:25]=[C:24]([C:26]5[CH:27]=[N:28][CH:29]=[CH:30][CH:31]=5)[CH:23]=[CH:22][N:21]=4)[CH:13]=3)=[O:10])=[CH:7][CH:8]=2)[CH2:37][CH2:36]1)[CH3:40], predict the reactants needed to synthesize it.